Dataset: Reaction yield outcomes from USPTO patents with 853,638 reactions. Task: Predict the reaction yield, written as a fraction of the theoretical maximum amount of product (1.0 means a 100% yield; for example, 0.34 means a 34% yield). (1) The reactants are [F:1][C:2]1[CH:7]=[CH:6][CH:5]=[C:4]([N+:8]([O-])=O)[C:3]=1[CH:11]1[CH2:15][CH:14]=[CH:13][O:12]1.FC1C=CC=C([N+]([O-])=O)C=1C1C=CCO1.CCN(CC)CC. The catalyst is [Pd].CO.CCOCC. The product is [F:1][C:2]1[C:3]([CH:11]2[CH2:15][CH2:14][CH2:13][O:12]2)=[C:4]([CH:5]=[CH:6][CH:7]=1)[NH2:8]. The yield is 0.840. (2) The reactants are [F:1][C:2]1[CH:3]=[CH:4][C:5]2[O:10][CH2:9][C:8](=[O:11])[N:7]([CH2:12][C@H:13]([CH3:16])[CH2:14]I)[C:6]=2[CH:17]=1.[CH2:18]([O:21][CH:22]1[CH2:27][CH2:26][NH:25][CH2:24][CH2:23]1)[CH2:19][CH3:20]. The product is [F:1][C:2]1[CH:3]=[CH:4][C:5]2[O:10][CH2:9][C:8](=[O:11])[N:7]([CH2:12][C@H:13]([CH3:16])[CH2:14][N:25]3[CH2:26][CH2:27][CH:22]([O:21][CH2:18][CH2:19][CH3:20])[CH2:23][CH2:24]3)[C:6]=2[CH:17]=1. The yield is 0.630. The catalyst is CC#N.